Dataset: Reaction yield outcomes from USPTO patents with 853,638 reactions. Task: Predict the reaction yield, written as a fraction of the theoretical maximum amount of product (1.0 means a 100% yield; for example, 0.34 means a 34% yield). (1) The reactants are [CH2:1]([NH:3][CH2:4][CH2:5][NH:6][C:7]([C:9]1[C:13]([CH3:14])=[C:12]([CH:15]=O)[NH:11][C:10]=1[CH3:17])=[O:8])[CH3:2].[F:18][C:19]1[CH:20]=[C:21]2[C:25](=[CH:26][CH:27]=1)[NH:24][C:23](=[O:28])[CH2:22]2.N1CCCC1. The catalyst is C(O)C. The product is [CH2:1]([NH:3][CH2:4][CH2:5][NH:6][C:7]([C:9]1[C:13]([CH3:14])=[C:12](/[CH:15]=[C:22]2\[C:23](=[O:28])[NH:24][C:25]3[C:21]\2=[CH:20][C:19]([F:18])=[CH:27][CH:26]=3)[NH:11][C:10]=1[CH3:17])=[O:8])[CH3:2]. The yield is 0.950. (2) The reactants are [CH:1]1([CH:4]([OH:16])[CH2:5][NH:6][C:7]([C:9]2[N:10]=[N:11][C:12](Cl)=[CH:13][CH:14]=2)=[O:8])[CH2:3][CH2:2]1.N12CCCN=C1CCCCC2.[N:28]1([C:34]([C:36]2[CH:41]=[CH:40][CH:39]=[CH:38][C:37]=2[C:42]([F:45])([F:44])[F:43])=[O:35])[CH2:33][CH2:32][NH:31][CH2:30][CH2:29]1.O. The product is [CH:1]1([CH:4]([OH:16])[CH2:5][NH:6][C:7]([C:9]2[N:10]=[N:11][C:12]([N:31]3[CH2:32][CH2:33][N:28]([C:34](=[O:35])[C:36]4[CH:41]=[CH:40][CH:39]=[CH:38][C:37]=4[C:42]([F:45])([F:43])[F:44])[CH2:29][CH2:30]3)=[CH:13][CH:14]=2)=[O:8])[CH2:3][CH2:2]1. The catalyst is CN(C=O)C.[N+](CCCC)(CCCC)(CCCC)CCCC.[I-]. The yield is 0.320.